Predict the reaction yield, written as a fraction of the theoretical maximum amount of product (1.0 means a 100% yield; for example, 0.34 means a 34% yield). From a dataset of Reaction yield outcomes from USPTO patents with 853,638 reactions. (1) The reactants are [C:1]([O:5][C:6](=[O:22])[NH:7][CH2:8][CH2:9][O:10][N:11]1C(=O)C2C(=CC=CC=2)C1=O)([CH3:4])([CH3:3])[CH3:2].CNN. The catalyst is C(Cl)Cl. The product is [C:1]([O:5][C:6](=[O:22])[NH:7][CH2:8][CH2:9][O:10][NH2:11])([CH3:4])([CH3:2])[CH3:3]. The yield is 1.02. (2) The reactants are O[C@@H:2]([CH3:20])[C@@H:3]([NH:7][C:8]([O:10][C@@H:11]([CH3:19])[CH2:12][CH2:13][CH2:14][CH2:15][CH2:16][CH2:17][CH3:18])=[O:9])[C:4]([OH:6])=[O:5].CCN(CC)CC.CN(C(ON1N=NC2C=CC=CC1=2)=[N+](C)C)C.[B-](F)(F)(F)F. The catalyst is C(Cl)Cl. The product is [CH3:19][C@H:11]([O:10][C:8](=[O:9])[NH:7][C@H:3]1[C:4](=[O:6])[O:5][C@H:2]1[CH3:20])[CH2:12][CH2:13][CH2:14][CH2:15][CH2:16][CH2:17][CH3:18]. The yield is 0.530.